From a dataset of NCI-60 drug combinations with 297,098 pairs across 59 cell lines. Regression. Given two drug SMILES strings and cell line genomic features, predict the synergy score measuring deviation from expected non-interaction effect. (1) Drug 1: CC1=C(C(CCC1)(C)C)C=CC(=CC=CC(=CC(=O)O)C)C. Drug 2: CCC1=C2CN3C(=CC4=C(C3=O)COC(=O)C4(CC)O)C2=NC5=C1C=C(C=C5)O. Cell line: SF-268. Synergy scores: CSS=41.1, Synergy_ZIP=4.65, Synergy_Bliss=4.31, Synergy_Loewe=-78.7, Synergy_HSA=-0.446. (2) Drug 1: CNC(=O)C1=CC=CC=C1SC2=CC3=C(C=C2)C(=NN3)C=CC4=CC=CC=N4. Drug 2: CC1=C2C(C(=O)C3(C(CC4C(C3C(C(C2(C)C)(CC1OC(=O)C(C(C5=CC=CC=C5)NC(=O)OC(C)(C)C)O)O)OC(=O)C6=CC=CC=C6)(CO4)OC(=O)C)O)C)O. Cell line: MDA-MB-231. Synergy scores: CSS=33.7, Synergy_ZIP=-0.674, Synergy_Bliss=5.18, Synergy_Loewe=-51.2, Synergy_HSA=2.33.